The task is: Predict the reaction yield, written as a fraction of the theoretical maximum amount of product (1.0 means a 100% yield; for example, 0.34 means a 34% yield).. This data is from Reaction yield outcomes from USPTO patents with 853,638 reactions. (1) The reactants are [C:1]([C:5]1[NH:6][C:7]2[CH:8]=[CH:9][C:10]([N+:16]([O-])=O)=[C:11]([C:14]#[N:15])[C:12]=2[CH:13]=1)([CH3:4])([CH3:3])[CH3:2]. The catalyst is CCOC(C)=O.[Ni]. The product is [NH2:16][C:10]1[CH:9]=[CH:8][C:7]2[NH:6][C:5]([C:1]([CH3:2])([CH3:4])[CH3:3])=[CH:13][C:12]=2[C:11]=1[C:14]#[N:15]. The yield is 0.510. (2) The reactants are [C:1]([C:5]1[CH:10]=[CH:9][CH:8]=[CH:7][C:6]=1[N:11]1[CH2:16][CH2:15][N:14]([C:17](=[O:28])[C:18]([NH:20][C:21]2[CH:26]=[CH:25][C:24]([OH:27])=[CH:23][CH:22]=2)=[O:19])[CH2:13][CH2:12]1)([CH3:4])([CH3:3])[CH3:2].Br[CH2:30][C:31]([O:33][CH3:34])=[O:32].C(=O)([O-])[O-].[K+].[K+].O. The catalyst is CN(C)C=O. The product is [C:1]([C:5]1[CH:10]=[CH:9][CH:8]=[CH:7][C:6]=1[N:11]1[CH2:12][CH2:13][N:14]([C:17](=[O:28])[C:18]([NH:20][C:21]2[CH:22]=[CH:23][C:24]([O:27][CH2:30][C:31]([O:33][CH3:34])=[O:32])=[CH:25][CH:26]=2)=[O:19])[CH2:15][CH2:16]1)([CH3:4])([CH3:2])[CH3:3]. The yield is 0.670. (3) The reactants are [F:1][C:2]1[C:7]([N+:8]([O-:10])=[O:9])=[CH:6][CH:5]=[C:4]([F:11])[C:3]=1[C:12]1[N:17]=[C:16]([C:18]([OH:20])=[O:19])[CH:15]=[CH:14][C:13]=1[F:21].S(=O)(=O)(O)O.[CH3:27]O. The catalyst is CCOC(C)=O. The product is [F:1][C:2]1[C:7]([N+:8]([O-:10])=[O:9])=[CH:6][CH:5]=[C:4]([F:11])[C:3]=1[C:12]1[N:17]=[C:16]([C:18]([O:20][CH3:27])=[O:19])[CH:15]=[CH:14][C:13]=1[F:21]. The yield is 0.990. (4) The reactants are [C:1]1(=[O:8])[CH:6]=[CH:5][C:4](=[O:7])[CH:3]=[CH:2]1.[F:9][C:10]1[CH:15]=[CH:14][C:13]([CH:16]=[CH2:17])=[CH:12][CH:11]=1. The catalyst is C(O)CCC. The product is [F:9][C:10]1[CH:15]=[CH:14][C:13]2[C:12]([CH:11]=1)=[C:6]1[C:5](=[CH:17][CH:16]=2)[C:4](=[O:7])[C:3]2[C:2](=[CH:17][CH:16]=[C:13]3[CH:14]=[CH:15][C:10]([F:9])=[CH:11][C:12]3=2)[C:1]1=[O:8]. The yield is 0.00400. (5) The reactants are [NH2:1][C:2]1[C:11]2[C:6](=[C:7](Br)[CH:8]=[CH:9][CH:10]=2)[N:5]=[N:4][C:3]=1[C:13]([NH:15][CH2:16][CH2:17][CH3:18])=[O:14].[CH3:19][O:20][C:21]1[CH:22]=[CH:23][C:24]([CH3:30])=[C:25](B(O)O)[CH:26]=1. No catalyst specified. The product is [NH2:1][C:2]1[C:11]2[C:6](=[C:7]([C:23]3[CH:22]=[C:21]([O:20][CH3:19])[CH:26]=[CH:25][C:24]=3[CH3:30])[CH:8]=[CH:9][CH:10]=2)[N:5]=[N:4][C:3]=1[C:13]([NH:15][CH2:16][CH2:17][CH3:18])=[O:14]. The yield is 0.730. (6) The reactants are C([O:3][C:4](=[O:20])[C:5]1[CH:10]=[CH:9][C:8]([O:11][C:12]2[CH:17]=[CH:16][C:15]([CH:18]=[O:19])=[CH:14][CH:13]=2)=[N:7][CH:6]=1)C.CO.[OH-].[Na+].Cl. The catalyst is C(OCC)(=O)C.C1COCC1. The product is [CH:18]([C:15]1[CH:16]=[CH:17][C:12]([O:11][C:8]2[CH:9]=[CH:10][C:5]([C:4]([OH:20])=[O:3])=[CH:6][N:7]=2)=[CH:13][CH:14]=1)=[O:19]. The yield is 0.850.